From a dataset of Reaction yield outcomes from USPTO patents with 853,638 reactions. Predict the reaction yield, written as a fraction of the theoretical maximum amount of product (1.0 means a 100% yield; for example, 0.34 means a 34% yield). (1) The yield is 0.340. The reactants are [N:1]1([C:8]2[CH:9]=[C:10]([C:14]3[N:18]([CH3:19])[C:17]4[CH:20]=[CH:21][CH:22]=[CH:23][C:16]=4[N:15]=3)[CH:11]=[CH:12][CH:13]=2)[CH2:7][CH2:6][CH2:5][NH:4][CH2:3][CH2:2]1.Cl[CH2:25][C:26]([N:28]([CH3:30])[CH3:29])=[O:27].C(N(CC)CC)C. The product is [CH3:29][N:28]([CH3:30])[C:26](=[O:27])[CH2:25][N:4]1[CH2:5][CH2:6][CH2:7][N:1]([C:8]2[CH:13]=[CH:12][CH:11]=[C:10]([C:14]3[N:18]([CH3:19])[C:17]4[CH:20]=[CH:21][CH:22]=[CH:23][C:16]=4[N:15]=3)[CH:9]=2)[CH2:2][CH2:3]1. The catalyst is O1CCOCC1. (2) The reactants are [Cl:1][C:2]1[N:7]=[C:6]([NH:8][CH3:9])[C:5]([CH:10]=C)=[CH:4][N:3]=1.[O:12]=[O+][O-].CSC. The catalyst is C(Cl)(Cl)Cl.CO. The product is [Cl:1][C:2]1[N:7]=[C:6]([NH:8][CH3:9])[C:5]([CH:10]=[O:12])=[CH:4][N:3]=1. The yield is 0.950. (3) The reactants are [C:1]([O:5][C:6]([N:8]1[CH2:12][CH2:11][CH2:10][CH:9]1[C:13]1[NH:14][C:15]([C:18]2[CH:31]=[CH:30][C:29]3[C:28]4[C:23](=[CH:24][C:25](Br)=[CH:26][CH:27]=4)[CH2:22][CH2:21][C:20]=3[CH:19]=2)=[CH:16][N:17]=1)=[O:7])([CH3:4])([CH3:3])[CH3:2].[C:33]([O:37][C:38]([N:40]1[CH:45]([C:46]2[NH:50][C:49]3[CH:51]=[C:52](B4OC(C)(C)C(C)(C)O4)[CH:53]=[CH:54][C:48]=3[N:47]=2)[CH:44]2[CH2:64][CH:41]1[CH2:42][CH2:43]2)=[O:39])([CH3:36])([CH3:35])[CH3:34].C([O-])(O)=O.[Na+]. The catalyst is COCCOC.O. The product is [C:33]([O:37][C:38]([N:40]1[CH:45]([C:46]2[NH:50][C:49]3[CH:51]=[C:52]([C:25]4[CH:26]=[CH:27][C:28]5[C:29]6[C:20](=[CH:19][C:18]([C:15]7[NH:14][C:13]([CH:9]8[CH2:10][CH2:11][CH2:12][N:8]8[C:6]([O:5][C:1]([CH3:2])([CH3:3])[CH3:4])=[O:7])=[N:17][CH:16]=7)=[CH:31][CH:30]=6)[CH2:21][CH2:22][C:23]=5[CH:24]=4)[CH:53]=[CH:54][C:48]=3[N:47]=2)[CH:44]2[CH2:64][CH:41]1[CH2:42][CH2:43]2)=[O:39])([CH3:36])([CH3:34])[CH3:35]. The yield is 0.590. (4) The reactants are [NH:1]1[C:5]2[C:6]3[C:11]([C:12]4[CH:13]=[CH:14][CH:15]=[CH:16][C:17]=4[C:4]=2[N:3]=[C:2]1[C:18]1[C:25]([C:26]#[N:27])=[CH:24][CH:23]=[CH:22][C:19]=1[C:20]#[N:21])=[CH:10][CH:9]=[CH:8][CH:7]=3.C(=O)([O-])[O-].[Cs+].[Cs+].O.C(OCC)(=O)C.[Cl:41][CH2:42]I. No catalyst specified. The product is [Cl:41][CH2:42][N:1]1[C:5]2[C:6]3[C:11]([C:12]4[CH:13]=[CH:14][CH:15]=[CH:16][C:17]=4[C:4]=2[N:3]=[C:2]1[C:18]1[C:25]([C:26]#[N:27])=[CH:24][CH:23]=[CH:22][C:19]=1[C:20]#[N:21])=[CH:10][CH:9]=[CH:8][CH:7]=3. The yield is 0.310.